From a dataset of NCI-60 drug combinations with 297,098 pairs across 59 cell lines. Regression. Given two drug SMILES strings and cell line genomic features, predict the synergy score measuring deviation from expected non-interaction effect. Drug 1: CC(C1=C(C=CC(=C1Cl)F)Cl)OC2=C(N=CC(=C2)C3=CN(N=C3)C4CCNCC4)N. Drug 2: CC1CCC2CC(C(=CC=CC=CC(CC(C(=O)C(C(C(=CC(C(=O)CC(OC(=O)C3CCCCN3C(=O)C(=O)C1(O2)O)C(C)CC4CCC(C(C4)OC)OCCO)C)C)O)OC)C)C)C)OC. Cell line: UACC62. Synergy scores: CSS=15.4, Synergy_ZIP=-3.35, Synergy_Bliss=2.16, Synergy_Loewe=-5.14, Synergy_HSA=3.20.